From a dataset of Reaction yield outcomes from USPTO patents with 853,638 reactions. Predict the reaction yield, written as a fraction of the theoretical maximum amount of product (1.0 means a 100% yield; for example, 0.34 means a 34% yield). (1) The reactants are [NH:1]1[CH:5]=[CH:4][CH:3]=[N:2]1.[CH3:6][N:7]([CH3:10])[C:8]#[N:9].[ClH:11]. The catalyst is O1CCOCC1.CCOCC. The product is [ClH:11].[CH3:6][N:7]([CH3:10])[C:8]([N:1]1[CH:5]=[CH:4][CH:3]=[N:2]1)=[NH:9]. The yield is 0.780. (2) The catalyst is ClCCl. The reactants are [CH3:1][O:2][C:3]1[N:8]=[C:7]([CH2:9]O)[CH:6]=[CH:5][CH:4]=1.S(Cl)([Cl:13])=O.C(=O)([O-])O.[Na+]. The product is [Cl:13][CH2:9][C:7]1[CH:6]=[CH:5][CH:4]=[C:3]([O:2][CH3:1])[N:8]=1. The yield is 0.890. (3) The reactants are [CH3:1][O:2][C:3](=[O:16])[C:4]([C:7]1[CH:15]=[CH:14][C:10]([C:11]([OH:13])=O)=[CH:9][CH:8]=1)([CH3:6])[CH3:5].[I:17][C:18]1[CH:19]=[CH:20][C:21]2[N:22]([CH:24]=[C:25]([NH2:27])[N:26]=2)[CH:23]=1. No catalyst specified. The product is [I:17][C:18]1[CH:19]=[CH:20][C:21]2[N:22]([CH:24]=[C:25]([NH:27][C:11]([C:10]3[CH:9]=[CH:8][C:7]([C:4]([CH3:5])([CH3:6])[C:3]([O:2][CH3:1])=[O:16])=[CH:15][CH:14]=3)=[O:13])[N:26]=2)[CH:23]=1. The yield is 0.370. (4) The reactants are C([N:5]1[C:9](=[O:10])[C:8]([NH:11][CH2:12][CH2:13][CH2:14][CH2:15][C:16]2[CH:21]=[CH:20][CH:19]=[CH:18][CH:17]=2)=[C:7]([C:22]2[CH:27]=[CH:26][CH:25]=[CH:24][CH:23]=2)[S:6]1(=[O:29])=[O:28])(C)(C)C.C(=O)([O-])[O-].[K+].[K+].[F:36][C:37]1[CH:38]=[C:39]([CH:43]=[CH:44][CH:45]=1)[CH2:40][CH2:41]Br. The catalyst is C(O)(C(F)(F)F)=O.CC#N. The product is [F:36][C:37]1[CH:38]=[C:39]([CH2:40][CH2:41][N:5]2[C:9](=[O:10])[C:8]([NH:11][CH2:12][CH2:13][CH2:14][CH2:15][C:16]3[CH:21]=[CH:20][CH:19]=[CH:18][CH:17]=3)=[C:7]([C:22]3[CH:27]=[CH:26][CH:25]=[CH:24][CH:23]=3)[S:6]2(=[O:28])=[O:29])[CH:43]=[CH:44][CH:45]=1. The yield is 0.650. (5) The reactants are [C:1]1([OH:7])[CH:6]=[CH:5][CH:4]=[CH:3][CH:2]=1.C(=O)([O-])[O-].[K+].[K+].Br[CH2:15][CH:16]=[CH2:17]. The catalyst is CC(C)=O. The product is [CH2:17]([O:7][C:1]1[CH:6]=[CH:5][CH:4]=[CH:3][CH:2]=1)[CH:16]=[CH2:15]. The yield is 0.901. (6) The reactants are [F:1][C:2]1[CH:3]=[C:4]([C:8]2([CH2:22][CH2:23][N:24]3[C@H:29]4[CH2:30][CH2:31][C@@H:25]3[CH2:26][CH:27]([N:32]3[C:36]5[CH:37]=[CH:38][CH:39]=[CH:40][C:35]=5[N:34]=[C:33]3[CH3:41])[CH2:28]4)[CH2:13][CH2:12][N:11]([C:14](=[O:21])[C:15]([CH3:20])([NH2:19])[CH:16]([CH3:18])[CH3:17])[CH2:10][CH2:9]2)[CH:5]=[CH:6][CH:7]=1.[CH3:42][C:43]([CH3:48])([CH3:47])[C:44](Cl)=[O:45].CCN(C(C)C)C(C)C. No catalyst specified. The product is [F:1][C:2]1[CH:3]=[C:4]([C:8]2([CH2:22][CH2:23][N:24]3[C@H:29]4[CH2:30][CH2:31][C@@H:25]3[CH2:26][CH:27]([N:32]3[C:36]5[CH:37]=[CH:38][CH:39]=[CH:40][C:35]=5[N:34]=[C:33]3[CH3:41])[CH2:28]4)[CH2:13][CH2:12][N:11]([C:14]([C:15]([NH:19][C:44](=[O:45])[C:43]([CH3:48])([CH3:47])[CH3:42])([CH3:20])[CH:16]([CH3:17])[CH3:18])=[O:21])[CH2:10][CH2:9]2)[CH:5]=[CH:6][CH:7]=1. The yield is 0.670.